This data is from Reaction yield outcomes from USPTO patents with 853,638 reactions. The task is: Predict the reaction yield, written as a fraction of the theoretical maximum amount of product (1.0 means a 100% yield; for example, 0.34 means a 34% yield). The reactants are C(O[CH:4](OCC)[CH2:5][N:6]([CH3:8])[CH3:7])C.Cl.[OH-].[K+].[Br:15][C:16]1[CH:17]=[C:18]([NH:23][C:24]2[C:25]3[CH:33]=[C:32]([NH:34][C:35](=[O:45])[CH2:36]P(=O)(OCC)OCC)[N:31]=[CH:30][C:26]=3[N:27]=[CH:28][N:29]=2)[CH:19]=[CH:20][C:21]=1[Br:22].[Li+].[Cl-]. The catalyst is O.CC(N(C)C)=O.C1COCC1. The product is [Br:15][C:16]1[CH:17]=[C:18]([CH:19]=[CH:20][C:21]=1[Br:22])[NH:23][C:24]1[C:25]2[CH:33]=[C:32]([NH:34][C:35](=[O:45])/[CH:36]=[CH:4]/[CH2:5][N:6]([CH3:7])[CH3:8])[N:31]=[CH:30][C:26]=2[N:27]=[CH:28][N:29]=1. The yield is 0.980.